Dataset: Forward reaction prediction with 1.9M reactions from USPTO patents (1976-2016). Task: Predict the product of the given reaction. (1) Given the reactants [CH:1]1([N:7]2[C:11]3[CH:12]=[CH:13][C:14]([C:16]([NH:18][NH2:19])=[O:17])=[CH:15][C:10]=3[N:9]=[C:8]2[C:20]2[CH:24]=[CH:23][O:22][CH:21]=2)[CH2:6][CH2:5][CH2:4][CH2:3][CH2:2]1.C[O:26][C:27](=[O:37])[C:28]1[CH:33]=[CH:32][C:31]([C:34](Cl)=[O:35])=[CH:30][CH:29]=1.CCN(C(C)C)C(C)C.[OH-].[Na+], predict the reaction product. The product is: [CH:1]1([N:7]2[C:11]3[CH:12]=[CH:13][C:14]([C:16]([NH:18][NH:19][C:34]([C:31]4[CH:32]=[CH:33][C:28]([C:27]([OH:37])=[O:26])=[CH:29][CH:30]=4)=[O:35])=[O:17])=[CH:15][C:10]=3[N:9]=[C:8]2[C:20]2[CH:24]=[CH:23][O:22][CH:21]=2)[CH2:2][CH2:3][CH2:4][CH2:5][CH2:6]1. (2) The product is: [F:22][C:17]1[CH:18]=[CH:19][CH:20]=[CH:21][C:16]=1[CH2:15][N:8]1[C:9]2=[N:10][CH:11]=[CH:12][CH:13]=[C:14]2[C:6]([C:4](=[NH:5])[O:2][CH3:1])=[N:7]1. Given the reactants [CH3:1][O-:2].[Na+].[C:4]([C:6]1[C:14]2[C:9](=[N:10][CH:11]=[CH:12][CH:13]=2)[N:8]([CH2:15][C:16]2[CH:21]=[CH:20][CH:19]=[CH:18][C:17]=2[F:22])[N:7]=1)#[N:5], predict the reaction product. (3) Given the reactants [N:1]1([CH2:6][CH2:7][CH2:8][O:9][C:10]2[CH:15]=[CH:14][C:13]([C:16]3([CH2:22][NH2:23])[CH2:21][CH2:20][O:19][CH2:18][CH2:17]3)=[CH:12][CH:11]=2)[CH2:5][CH2:4][CH2:3][CH2:2]1.C(O)(=O)C.C(N(CC)CC)C.[CH3:35][C:36]([CH3:38])=O, predict the reaction product. The product is: [CH:36]([NH:23][CH2:22][C:16]1([C:13]2[CH:14]=[CH:15][C:10]([O:9][CH2:8][CH2:7][CH2:6][N:1]3[CH2:5][CH2:4][CH2:3][CH2:2]3)=[CH:11][CH:12]=2)[CH2:17][CH2:18][O:19][CH2:20][CH2:21]1)([CH3:38])[CH3:35]. (4) Given the reactants [OH:1][C:2]1[CH:9]=[C:8](O)[CH:7]=[CH:6][C:3]=1[CH:4]=[O:5].[C:11](=[O:14])([O-])[O-].[K+].[K+].I[CH2:18][CH3:19].O.[CH3:21]N(C=O)C, predict the reaction product. The product is: [CH2:18]([O:1][C:2]1[CH:9]=[C:8]([O:14][CH2:11][CH3:21])[CH:7]=[CH:6][C:3]=1[CH:4]=[O:5])[CH3:19].